From a dataset of Catalyst prediction with 721,799 reactions and 888 catalyst types from USPTO. Predict which catalyst facilitates the given reaction. (1) Reactant: [CH:1]1[CH:2]=[CH:3][C:4]([O:7][C:8]2[C:9]([N:21]3[CH2:25][CH2:24][CH2:23][CH2:22]3)=[CH:10][C:11]([C:18]([OH:20])=[O:19])=[CH:12][C:13]=2[S:14]([NH2:17])(=[O:16])=[O:15])=[CH:5][CH:6]=1.Cl[CH2:27][C:28]([N:30]([CH3:32])[CH3:31])=[O:29].C(N(CC)CC)C.[I-].[Na+]. Product: [NH2:17][S:14]([C:13]1[CH:12]=[C:11]([CH:10]=[C:9]([N:21]2[CH2:22][CH2:23][CH2:24][CH2:25]2)[C:8]=1[O:7][C:4]1[CH:5]=[CH:6][CH:1]=[CH:2][CH:3]=1)[C:18]([O:20][CH2:27][C:28]([N:30]([CH3:32])[CH3:31])=[O:29])=[O:19])(=[O:16])=[O:15]. The catalyst class is: 3. (2) Reactant: C(O[C:4](=[O:29])[C:5]([CH3:28])([CH3:27])[CH:6]([OH:26])[C:7]1[CH:12]=[CH:11][C:10]([O:13][CH2:14][C:15]2[C:24]3[C:19](=[CH:20][CH:21]=[CH:22][CH:23]=3)[N:18]=[C:17]([CH3:25])[CH:16]=2)=[CH:9][CH:8]=1)C.[OH-:30].[K+].[NH2:32]O.CO.[C:36]([OH:42])([C:38]([F:41])([F:40])[F:39])=[O:37]. Product: [C:36]([OH:42])([C:38]([F:41])([F:40])[F:39])=[O:37].[OH:26][CH:6]([C:7]1[CH:12]=[CH:11][C:10]([O:13][CH2:14][C:15]2[C:24]3[C:19](=[CH:20][CH:21]=[CH:22][CH:23]=3)[N:18]=[C:17]([CH3:25])[CH:16]=2)=[CH:9][CH:8]=1)[C:5]([CH3:27])([CH3:28])[C:4]([NH:32][OH:30])=[O:29]. The catalyst class is: 1. (3) Reactant: [Cl:1][C:2]1[CH:7]=[C:6]([N+:8]([O-])=O)[CH:5]=[C:4]([Cl:11])[N:3]=1.O.Cl. Product: [Cl:1][C:2]1[CH:7]=[C:6]([NH2:8])[CH:5]=[C:4]([Cl:11])[N:3]=1. The catalyst class is: 186. (4) Reactant: O=P(Cl)(Cl)Cl.CN([CH:9]=[O:10])C.[NH:11]1[C:23]2[C:22]3[N:21]=[CH:20][CH:19]=[CH:18][C:17]=3[CH:16]=[CH:15][C:14]=2[CH:13]=[CH:12]1.[OH-].[Na+]. Product: [NH:11]1[C:23]2[C:22]3[N:21]=[CH:20][CH:19]=[CH:18][C:17]=3[CH:16]=[CH:15][C:14]=2[C:13]([CH:9]=[O:10])=[CH:12]1. The catalyst class is: 6. (5) Reactant: I.[NH2:2][CH2:3][CH:4]1[CH2:9][CH2:8][CH2:7][CH:6]([N:10]2[C:19]3[C:14](=[CH:15][N:16]=[CH:17][CH:18]=3)[C:13]3=[N:20][O:21][C:22]([CH3:23])=[C:12]3[C:11]2=[O:24])[CH2:5]1.[C:25](O)(=[O:32])[C:26]1[CH:31]=[CH:30][CH:29]=[N:28][CH:27]=1.Cl.CN(C)CCCN=C=NCC.ON1C2N=CC=CC=2N=N1.C(N(CC)C(C)C)(C)C. Product: [CH3:23][C:22]1[O:21][N:20]=[C:13]2[C:14]3[C:19](=[CH:18][CH:17]=[N:16][CH:15]=3)[N:10]([CH:6]3[CH2:7][CH2:8][CH2:9][CH:4]([CH2:3][NH:2][C:25](=[O:32])[C:26]4[CH:31]=[CH:30][CH:29]=[N:28][CH:27]=4)[CH2:5]3)[C:11](=[O:24])[C:12]=12. The catalyst class is: 9. (6) Reactant: Cl[C:2]1[N:10]=[C:9]2[C:5]([NH:6][CH:7]=[N:8]2)=[C:4](Cl)[N:3]=1.C(OCC)(=O)C.O1C=CCCC1.NC(O)CC. Product: [N:3]1[CH:4]=[C:5]2[C:9]([N:8]=[CH:7][NH:6]2)=[N:10][CH:2]=1. The catalyst class is: 66. (7) Reactant: [NH2:1][C:2]1[C:10]([Cl:11])=[CH:9][C:5]([C:6]([OH:8])=O)=[C:4]([O:12][CH3:13])[CH:3]=1.CN1CCOCC1.ClC(OCC(C)C)=O.Cl.[N:30]1([CH2:35][CH2:36][CH2:37][N:38]2[CH2:43][CH2:42][CH:41]([CH2:44][NH2:45])[CH2:40][CH2:39]2)[CH:34]=[CH:33][N:32]=[N:31]1. Product: [N:30]1([CH2:35][CH2:36][CH2:37][N:38]2[CH2:39][CH2:40][CH:41]([CH2:44][NH:45][C:6](=[O:8])[C:5]3[CH:9]=[C:10]([Cl:11])[C:2]([NH2:1])=[CH:3][C:4]=3[O:12][CH3:13])[CH2:42][CH2:43]2)[CH:34]=[CH:33][N:32]=[N:31]1. The catalyst class is: 884. (8) Reactant: Br[CH2:2][C:3]([N:5]1[CH2:10][CH2:9][CH2:8][CH2:7][C:6]1([CH3:12])[CH3:11])=[O:4].Cl.[Cl:14][C:15]1[CH:20]=[CH:19][C:18]([NH:21]N)=[CH:17][CH:16]=1.[CH3:23][N:24]1[CH2:29][CH2:28][C:27](=O)[CH2:26][CH2:25]1. Product: [Cl:14][C:15]1[CH:20]=[CH:19][C:18]2[N:21]([CH2:2][C:3]([N:5]3[CH2:10][CH2:9][CH2:8][CH2:7][C:6]3([CH3:12])[CH3:11])=[O:4])[C:27]3[CH2:28][CH2:29][N:24]([CH3:23])[CH2:25][C:26]=3[C:17]=2[CH:16]=1. The catalyst class is: 66.